From a dataset of Full USPTO retrosynthesis dataset with 1.9M reactions from patents (1976-2016). Predict the reactants needed to synthesize the given product. (1) Given the product [Cl:1][C:2]1[CH:3]=[C:4]2[C:9](=[CH:10][CH:11]=1)[N:8]=[CH:7][CH:6]=[C:5]2[CH2:12][N:13]1[C:21]([C:22]2[N:26]([CH3:27])[CH:25]=[C:24]([C:28]#[N:29])[CH:23]=2)=[C:20]2[C:15]([N:16]([CH2:32][CH:33]3[CH2:35][CH2:34]3)[C:17](=[O:31])[N:18]=[C:19]2[NH:48][CH2:43][CH2:38][OH:37])=[N:14]1, predict the reactants needed to synthesize it. The reactants are: [Cl:1][C:2]1[CH:3]=[C:4]2[C:9](=[CH:10][CH:11]=1)[N:8]=[CH:7][CH:6]=[C:5]2[CH2:12][N:13]1[C:21]([C:22]2[N:26]([CH3:27])[CH:25]=[C:24]([C:28]#[N:29])[CH:23]=2)=[C:20]2[C:15]([N:16]([CH2:32][CH:33]3[CH2:35][CH2:34]3)[C:17](=[O:31])[NH:18][C:19]2=O)=[N:14]1.P(Cl)(Cl)(=O)[O:37][C:38]1[CH:43]=CC(Cl)=CC=1.[N+:48](C1N=CNN=1)([O-])=O. (2) Given the product [Cl:6][C:7]1[CH:8]=[C:9]2[C:10]([CH2:13][CH2:14][C:15](=[O:17])[N:20]2[CH:21]2[CH2:22][CH2:23][N:24]([C:27]([O:29][C:30]([CH3:32])([CH3:33])[CH3:31])=[O:28])[CH2:25][CH2:26]2)=[N:11][CH:12]=1, predict the reactants needed to synthesize it. The reactants are: O1CCCC1.[Cl:6][C:7]1[CH:8]=[C:9]([NH:20][CH:21]2[CH2:26][CH2:25][N:24]([C:27]([O:29][C:30]([CH3:33])([CH3:32])[CH3:31])=[O:28])[CH2:23][CH2:22]2)[C:10]([CH2:13][CH2:14][C:15]([O:17]CC)=O)=[N:11][CH:12]=1.CC(C)([O-])C.[K+].